Dataset: Catalyst prediction with 721,799 reactions and 888 catalyst types from USPTO. Task: Predict which catalyst facilitates the given reaction. Reactant: [C:1]([O:5][C:6]([NH:8][CH2:9][C:10]1[N:11]([CH2:32][CH:33]([CH3:35])[CH3:34])[C:12](=[O:31])[C:13]2[C:18]([C:19]=1[C:20]1[CH:25]=[CH:24][CH:23]=[C:22]([F:26])[CH:21]=1)=[CH:17][C:16]([C:27]([O:29]C)=[O:28])=[CH:15][CH:14]=2)=[O:7])([CH3:4])([CH3:3])[CH3:2].[OH-].[Na+].O.Cl. Product: [C:1]([O:5][C:6]([NH:8][CH2:9][C:10]1[N:11]([CH2:32][CH:33]([CH3:35])[CH3:34])[C:12](=[O:31])[C:13]2[C:18]([C:19]=1[C:20]1[CH:25]=[CH:24][CH:23]=[C:22]([F:26])[CH:21]=1)=[CH:17][C:16]([C:27]([OH:29])=[O:28])=[CH:15][CH:14]=2)=[O:7])([CH3:4])([CH3:3])[CH3:2]. The catalyst class is: 83.